This data is from Peptide-MHC class II binding affinity with 134,281 pairs from IEDB. The task is: Regression. Given a peptide amino acid sequence and an MHC pseudo amino acid sequence, predict their binding affinity value. This is MHC class II binding data. (1) The peptide sequence is ISTNIRQAGVQYSR. The MHC is DRB1_0101 with pseudo-sequence DRB1_0101. The binding affinity (normalized) is 0.464. (2) The binding affinity (normalized) is 0.853. The peptide sequence is CLKPVILTDGPERVI. The MHC is DRB1_0301 with pseudo-sequence DRB1_0301. (3) The peptide sequence is QKLIEDVNASFRAAM. The MHC is HLA-DQA10104-DQB10503 with pseudo-sequence HLA-DQA10104-DQB10503. The binding affinity (normalized) is 0.248. (4) The peptide sequence is QPGVDIIEGPVKNVA. The MHC is HLA-DQA10501-DQB10301 with pseudo-sequence HLA-DQA10501-DQB10301. The binding affinity (normalized) is 0.450. (5) The peptide sequence is RTITADTFRKLFRVY. The MHC is DRB1_0401 with pseudo-sequence DRB1_0401. The binding affinity (normalized) is 0.358.